This data is from Retrosynthesis with 50K atom-mapped reactions and 10 reaction types from USPTO. The task is: Predict the reactants needed to synthesize the given product. (1) The reactants are: CC(C)(C)C(=O)Nc1ccncc1.CN(C)C=O. Given the product CC(C)(C)C(=O)Nc1ccncc1C=O, predict the reactants needed to synthesize it. (2) Given the product O=C(CCc1ccccc1)NC(Cc1ccc(C(F)(F)F)cc1)C(O)c1ccccc1F, predict the reactants needed to synthesize it. The reactants are: NC(Cc1ccc(C(F)(F)F)cc1)C(O)c1ccccc1F.O=C(Cl)CCc1ccccc1. (3) Given the product CCOC(=O)c1cnc2cc(C(F)(F)F)ccc2c1-c1ccc(-c2ccccc2)cc1, predict the reactants needed to synthesize it. The reactants are: CCOC(=O)c1cnc2cc(C(F)(F)F)ccc2c1OS(=O)(=O)C(F)(F)F.OB(O)c1ccc(-c2ccccc2)cc1. (4) Given the product CC[C@H](O)C(=O)N(CCOC1CCCCO1)[C@@H]1c2ccccc2C[C@H]1NC(=O)c1cc2cc(Cl)ccc2[nH]1, predict the reactants needed to synthesize it. The reactants are: CC[C@H](O)C(=O)O.O=C(N[C@@H]1Cc2ccccc2[C@H]1NCCOC1CCCCO1)c1cc2cc(Cl)ccc2[nH]1. (5) Given the product Cc1nnc(-c2cc3c(N4CCNCC4)cccc3o2)o1, predict the reactants needed to synthesize it. The reactants are: Cc1nnc(-c2cc3c(N4CCN(C(=O)OC(C)(C)C)CC4)cccc3o2)o1. (6) Given the product NCc1ncc(Nc2ccc(Cl)cc2C(F)(F)F)cc1F, predict the reactants needed to synthesize it. The reactants are: CC(C)(C)OC(=O)NCc1ncc(Nc2ccc(Cl)cc2C(F)(F)F)cc1F. (7) Given the product CC(C)(C)OC(=O)N1CCC(C(=O)NNc2cnc3ccc(Br)cc3n2)CC1, predict the reactants needed to synthesize it. The reactants are: CC(C)(C)OC(=O)N1CCC(C(=O)O)CC1.NNc1cnc2ccc(Br)cc2n1. (8) Given the product CCN1CCCC1CNC(=O)c1sc(C(=O)OC)c(C(=O)OC)c1OC, predict the reactants needed to synthesize it. The reactants are: CCN1CCCC1CN.COC(=O)c1sc(C(=O)OC)c(C(=O)OC)c1OC.